Dataset: Forward reaction prediction with 1.9M reactions from USPTO patents (1976-2016). Task: Predict the product of the given reaction. (1) Given the reactants C[O-].[Na+].Cl.[Br:5][C:6]1[N:11]=[C:10]([C:12]([NH2:14])=[NH:13])[CH:9]=[CH:8][C:7]=1[CH3:15].CN([CH:19]=[C:20]1[CH2:25][CH2:24][CH2:23][CH2:22][C:21]1=O)C, predict the reaction product. The product is: [Br:5][C:6]1[N:11]=[C:10]([C:12]2[N:14]=[CH:19][C:20]3[CH2:25][CH2:24][CH2:23][CH2:22][C:21]=3[N:13]=2)[CH:9]=[CH:8][C:7]=1[CH3:15]. (2) Given the reactants C1([C@H]2NC(=O)COC2)C=CC=CC=1.[N+]([O-])(O)=O.[N+:18]([C:21]1[CH:26]=[CH:25][C:24]([C@H:27]2[NH:32][C:31](=[O:33])[CH2:30][O:29][CH2:28]2)=[CH:23][CH:22]=1)([O-])=O, predict the reaction product. The product is: [NH2:18][C:21]1[CH:22]=[CH:23][C:24]([C@H:27]2[NH:32][C:31](=[O:33])[CH2:30][O:29][CH2:28]2)=[CH:25][CH:26]=1.